This data is from Catalyst prediction with 721,799 reactions and 888 catalyst types from USPTO. The task is: Predict which catalyst facilitates the given reaction. (1) Reactant: [CH3:1][O:2][C:3]1([C:21]2[CH:26]=[CH:25][CH:24]=[CH:23][CH:22]=2)[CH2:8][CH2:7][C:6]2[C:9]([C:18]([OH:20])=O)=[CH:10][C:11]3[N:12]([CH3:17])[C:13]([CH3:16])=[N:14][C:15]=3[C:5]=2[O:4]1.[CH3:27][N:28](C(ON1N=NC2C=CC=CC1=2)=[N+](C)C)C.[B-](F)(F)(F)F.CCN(C(C)C)C(C)C.CN. Product: [CH3:27][NH:28][C:18]([C:9]1[C:6]2[CH2:7][CH2:8][C:3]([O:2][CH3:1])([C:21]3[CH:22]=[CH:23][CH:24]=[CH:25][CH:26]=3)[O:4][C:5]=2[C:15]2[N:14]=[C:13]([CH3:16])[N:12]([CH3:17])[C:11]=2[CH:10]=1)=[O:20]. The catalyst class is: 35. (2) Reactant: [CH2:1]([NH:3][CH2:4][C:5]1[S:9][C:8](B(O)O)=[CH:7][CH:6]=1)[CH3:2].Br[C:14]1[CH:15]=[C:16]2[C:20](=[C:21]([C:23]([NH2:25])=[O:24])[CH:22]=1)[NH:19][CH:18]=[C:17]2[CH:26]1[CH2:31][CH2:30][N:29]([S:32]([CH2:35][CH3:36])(=[O:34])=[O:33])[CH2:28][CH2:27]1.C(=O)([O-])[O-].[K+].[K+].O1CCOCC1. Product: [CH2:1]([NH:3][CH2:4][C:5]1[S:9][C:8]([C:14]2[CH:15]=[C:16]3[C:20](=[C:21]([C:23]([NH2:25])=[O:24])[CH:22]=2)[NH:19][CH:18]=[C:17]3[CH:26]2[CH2:27][CH2:28][N:29]([S:32]([CH2:35][CH3:36])(=[O:33])=[O:34])[CH2:30][CH2:31]2)=[CH:7][CH:6]=1)[CH3:2]. The catalyst class is: 103. (3) Reactant: [Si]([O:8][C@@H:9]1[C@@H:14]([CH3:15])[CH2:13][N:12]([C:16]2[CH:21]=[CH:20][N:19]=[CH:18][C:17]=2[NH:22][C:23]([C:25]2[N:30]=[C:29]3[CH:31]=[C:32]([CH2:34][CH2:35][CH3:36])[S:33][C:28]3=[CH:27][CH:26]=2)=[O:24])[CH2:11][C@H:10]1[NH:37]C(=O)OC(C)(C)C)(C(C)(C)C)(C)C.C(O)(C(F)(F)F)=O.Cl.O1CCOCC1.N. Product: [NH2:37][C@H:10]1[C@H:9]([OH:8])[C@@H:14]([CH3:15])[CH2:13][N:12]([C:16]2[CH:21]=[CH:20][N:19]=[CH:18][C:17]=2[NH:22][C:23]([C:25]2[N:30]=[C:29]3[CH:31]=[C:32]([CH2:34][CH2:35][CH3:36])[S:33][C:28]3=[CH:27][CH:26]=2)=[O:24])[CH2:11]1. The catalyst class is: 2. (4) Reactant: [NH2:1][C:2]1[CH:7]=[CH:6][CH:5]=[CH:4][C:3]=1/[C:8](=[N:10]/[OH:11])/[CH3:9].C([O-])([O-])=O.[K+].[K+].Cl[CH2:19][CH2:20][CH2:21][OH:22]. Product: [OH:22][CH2:21][CH2:20][CH2:19][O:11]/[N:10]=[C:8](/[C:3]1[CH:4]=[CH:5][CH:6]=[CH:7][C:2]=1[NH2:1])\[CH3:9]. The catalyst class is: 10. (5) Reactant: [Cl:1][C:2]1[C:3]2[CH:10]=[CH:9][N:8]([C@@H:11]3[O:16][C@H:15]([CH2:17]O)[C@@H:13]([OH:14])[C@@H:12]3[F:19])[C:4]=2[N:5]=[CH:6][N:7]=1.[I:20]I.C1C=CC(P(C2C=CC=CC=2)C2C=CC=CC=2)=CC=1. Product: [Cl:1][C:2]1[C:3]2[CH:10]=[CH:9][N:8]([C@@H:11]3[O:16][C@H:15]([CH2:17][I:20])[C@@H:13]([OH:14])[C@@H:12]3[F:19])[C:4]=2[N:5]=[CH:6][N:7]=1. The catalyst class is: 17. (6) Reactant: [Si]([O:8][C@@H:9]1[C@@:37]2([CH3:38])[C:13](=[CH:14][CH:15]=[C:16]3[C@@H:36]2[CH2:35][CH2:34][C@@:33]2([CH3:39])[C@H:17]3[CH2:18][CH:19]=[C:20]2[C:21]([O:24][CH2:25][CH2:26][C:27]([CH2:31][CH3:32])([OH:30])[CH2:28][CH3:29])([CH3:23])[CH3:22])[CH2:12][C@@H:11]([O:40][Si](C(C)(C)C)(C)C)[CH2:10]1)(C(C)(C)C)(C)C.O1CCCC1.[F-].C([N+](CCCC)(CCCC)CCCC)CCC. The catalyst class is: 7. Product: [OH:8][C@@H:9]1[C@@:37]2([CH3:38])[C:13](=[CH:14][CH:15]=[C:16]3[C@@H:36]2[CH2:35][CH2:34][C@@:33]2([CH3:39])[C@H:17]3[CH2:18][CH:19]=[C:20]2[C:21]([O:24][CH2:25][CH2:26][C:27]([CH2:28][CH3:29])([OH:30])[CH2:31][CH3:32])([CH3:23])[CH3:22])[CH2:12][C@@H:11]([OH:40])[CH2:10]1.